From a dataset of NCI-60 drug combinations with 297,098 pairs across 59 cell lines. Regression. Given two drug SMILES strings and cell line genomic features, predict the synergy score measuring deviation from expected non-interaction effect. (1) Drug 1: C1=NC(=NC(=O)N1C2C(C(C(O2)CO)O)O)N. Drug 2: CC1=C(C(=O)C2=C(C1=O)N3CC4C(C3(C2COC(=O)N)OC)N4)N. Cell line: LOX IMVI. Synergy scores: CSS=55.4, Synergy_ZIP=-1.90, Synergy_Bliss=-2.25, Synergy_Loewe=1.56, Synergy_HSA=4.08. (2) Drug 1: CC1OCC2C(O1)C(C(C(O2)OC3C4COC(=O)C4C(C5=CC6=C(C=C35)OCO6)C7=CC(=C(C(=C7)OC)O)OC)O)O. Drug 2: CC(C)(C#N)C1=CC(=CC(=C1)CN2C=NC=N2)C(C)(C)C#N. Cell line: MOLT-4. Synergy scores: CSS=73.6, Synergy_ZIP=3.62, Synergy_Bliss=3.24, Synergy_Loewe=-8.83, Synergy_HSA=3.21.